This data is from Full USPTO retrosynthesis dataset with 1.9M reactions from patents (1976-2016). The task is: Predict the reactants needed to synthesize the given product. (1) Given the product [Cl:13][C:10]1[CH:11]=[CH:12][C:7]([C:6]([NH:5][CH2:4][CH2:3][NH:2][C:18](=[O:19])[C:17]2[CH:21]=[CH:22][C:23]([OH:25])=[CH:24][C:16]=2[F:15])=[O:14])=[CH:8][CH:9]=1, predict the reactants needed to synthesize it. The reactants are: Cl.[NH2:2][CH2:3][CH2:4][NH:5][C:6](=[O:14])[C:7]1[CH:12]=[CH:11][C:10]([Cl:13])=[CH:9][CH:8]=1.[F:15][C:16]1[CH:24]=[C:23]([OH:25])[CH:22]=[CH:21][C:17]=1[C:18](O)=[O:19].Cl.C(N=C=NCCCN(C)C)C.O.ON1C2C=CC=CC=2N=N1. (2) Given the product [N:5]([C:6]1[CH:7]=[CH:8][C:9]([CH2:10][P:11](=[O:18])([O:12][CH2:13][CH3:14])[O:15][CH2:16][CH3:17])=[CH:19][CH:20]=1)=[C:1]=[S:2], predict the reactants needed to synthesize it. The reactants are: [C:1](Cl)(Cl)=[S:2].[NH2:5][C:6]1[CH:20]=[CH:19][C:9]([CH2:10][P:11](=[O:18])([O:15][CH2:16][CH3:17])[O:12][CH2:13][CH3:14])=[CH:8][CH:7]=1.C(=O)(O)[O-].[Na+].O. (3) Given the product [O:19]=[C:18]1[CH2:17][CH2:16][CH2:15][N:14]1[C@H:7]([C:8]1[CH:13]=[CH:12][CH:11]=[CH:10][CH:9]=1)[C:6]([O:5][C:1]([CH3:4])([CH3:3])[CH3:2])=[O:21], predict the reactants needed to synthesize it. The reactants are: [C:1]([O:5][C:6](=[O:21])[C@H:7]([NH:14][CH2:15][CH2:16][CH2:17][C:18](O)=[O:19])[C:8]1[CH:13]=[CH:12][CH:11]=[CH:10][CH:9]=1)([CH3:4])([CH3:3])[CH3:2].Cl.C(N=C=NCCCN(C)C)C. (4) Given the product [CH:1]1([C@H:7]([NH:12][C:13]([C:15]2[C:24]([NH:25][C:26]([NH:28][C:29]3[CH:30]=[CH:31][C:32]([CH:35]4[CH2:37][CH2:36]4)=[CH:33][CH:34]=3)=[O:27])=[CH:23][C:22]3[C:17](=[CH:18][CH:19]=[CH:20][CH:21]=3)[CH:16]=2)=[O:14])[C:8]([OH:10])=[O:9])[CH2:6][CH2:5][CH2:4][CH2:3][CH2:2]1, predict the reactants needed to synthesize it. The reactants are: [CH:1]1([C@H:7]([NH:12][C:13]([C:15]2[C:24]([NH:25][C:26]([NH:28][C:29]3[CH:34]=[CH:33][C:32]([CH:35]4[CH2:37][CH2:36]4)=[CH:31][CH:30]=3)=[O:27])=[CH:23][C:22]3[C:17](=[CH:18][CH:19]=[CH:20][CH:21]=3)[CH:16]=2)=[O:14])[C:8]([O:10]C)=[O:9])[CH2:6][CH2:5][CH2:4][CH2:3][CH2:2]1.[Li+].[OH-]. (5) Given the product [Cl:41][C:38]1[CH:39]=[C:40]2[C:35](=[CH:36][CH:37]=1)[N:34]([C:45]1[N:5]=[C:4]([N:19]3[CH2:20][CH2:21][CH:16]([CH2:15][OH:14])[CH2:17][CH2:18]3)[C:3]3[C:2](=[CH:9][CH:8]=[C:7]([C:10]([F:11])([F:12])[F:13])[CH:6]=3)[N:1]=1)[CH:33]=[C:32]2[C:30](=[O:31])[CH2:29][CH2:28][C:27]([OH:26])=[O:42], predict the reactants needed to synthesize it. The reactants are: [NH2:1][C:2]1[CH:9]=[CH:8][C:7]([C:10]([F:13])([F:12])[F:11])=[CH:6][C:3]=1[C:4]#[N:5].[OH:14][CH2:15][CH:16]1[CH2:21][CH2:20][NH:19][CH2:18][CH2:17]1.C[Si](C)(C)CC[O:26][C:27](=[O:42])[CH2:28][CH2:29][C:30]([C:32]1[C:40]2[C:35](=[CH:36][CH:37]=[C:38]([Cl:41])[CH:39]=2)[NH:34][CH:33]=1)=[O:31].[CH3:45]CCC[N+](CCCC)(CCCC)CCCC.[F-].Cl. (6) Given the product [Br:1][C:2]1[C:3]([O:13][CH3:14])=[C:4]([C:8]2[N:12]([CH2:24][O:23][CH2:22][CH2:21][Si:18]([CH3:20])([CH3:19])[CH3:17])[CH:11]=[N:10][CH:9]=2)[CH:5]=[CH:6][CH:7]=1, predict the reactants needed to synthesize it. The reactants are: [Br:1][C:2]1[C:3]([O:13][CH3:14])=[C:4]([C:8]2[NH:12][CH:11]=[N:10][CH:9]=2)[CH:5]=[CH:6][CH:7]=1.[H-].[Na+].[CH3:17][Si:18]([CH2:21][CH2:22][O:23][CH2:24]Cl)([CH3:20])[CH3:19]. (7) Given the product [CH2:54]([N:56]1[CH2:61][CH2:60][N:59]([CH2:62][C:63]2[CH:71]=[CH:70][C:66]([C:67]([NH:16][C:17]3[CH:22]=[CH:21][C:20]([CH3:23])=[C:19]([NH:24][C:25]4[CH:30]=[C:29]([C:31]5[CH:36]=[N:35][CH:34]=[CH:43][CH:32]=5)[CH:28]=[CH:27][N:26]=4)[CH:18]=3)=[O:68])=[CH:65][C:64]=2[C:72]([F:75])([F:74])[F:73])[CH2:58][CH2:57]1)[CH3:55], predict the reactants needed to synthesize it. The reactants are: Cl.CN1CCN(CC2C=CC(C([NH:16][C:17]3[CH:22]=[CH:21][C:20]([CH3:23])=[C:19]([NH:24][C:25]4[CH:30]=[C:29]([C:31]5[CH:32]=N[CH:34]=[N:35][CH:36]=5)[CH:28]=[CH:27][N:26]=4)[CH:18]=3)=O)=CC=2C(F)(F)F)CC1.[CH:43](N(C(C)C)CC)(C)C.Cl.Cl.[CH2:54]([N:56]1[CH2:61][CH2:60][N:59]([CH2:62][C:63]2[CH:71]=[CH:70][C:66]([C:67](Cl)=[O:68])=[CH:65][C:64]=2[C:72]([F:75])([F:74])[F:73])[CH2:58][CH2:57]1)[CH3:55].O. (8) Given the product [CH3:4][CH2:5][O:8][C:13]([CH3:18])=[O:57].[CH3:22][CH2:23][CH2:25][CH2:26][CH2:27][CH3:28], predict the reactants needed to synthesize it. The reactants are: BrC1C=C[C:5]([O:8]C)=[C:4](OC)C=1.F[C:13]1[CH:18]=CC(B(O)O)=CC=1.[CH3:22][CH:23]([C:25]1C=C(C(C)C)[C:28](C2C=CC=CC=2P(C2CCCCC2)C2CCCCC2)=[C:27](C(C)C)[CH:26]=1)C.C([O-])([O-])=[O:57].[K+].[K+]. (9) Given the product [NH2:24][C:22](=[O:23])[C@H:21]([NH:20][C:6]1[N:7]=[C:8]([NH:9][C:10]2[CH:11]=[C:12]3[C:17](=[CH:18][CH:19]=2)[N:16]=[CH:15][CH:14]=[CH:13]3)[C:3]([C:1]([NH2:2])=[O:32])=[N:4][CH:5]=1)[CH3:25], predict the reactants needed to synthesize it. The reactants are: [C:1]([C:3]1[N:4]=[CH:5][C:6]([NH:20][C@H:21]([CH3:25])[C:22]([NH2:24])=[O:23])=[N:7][C:8]=1[NH:9][C:10]1[CH:11]=[C:12]2[C:17](=[CH:18][CH:19]=1)[N:16]=[CH:15][CH:14]=[CH:13]2)#[N:2].[OH-].[Na+].OO.CC(O)=[O:32].